This data is from Catalyst prediction with 721,799 reactions and 888 catalyst types from USPTO. The task is: Predict which catalyst facilitates the given reaction. (1) Reactant: [H-].[Na+].[CH2:3]([OH:12])[CH:4]=[CH:5][C:6]1[CH:11]=[CH:10][CH:9]=[CH:8][CH:7]=1.[CH2:13](Cl)[CH:14]=[CH2:15]. Product: [CH2:15]([O:12][CH2:3]/[CH:4]=[CH:5]/[C:6]1[CH:11]=[CH:10][CH:9]=[CH:8][CH:7]=1)[CH:14]=[CH2:13]. The catalyst class is: 807. (2) Product: [CH3:1][O:2][C:3](=[O:27])[C@H:4]([NH:16][C:17]([O:19][CH2:20][C:21]1[CH:22]=[CH:23][CH:24]=[CH:25][CH:26]=1)=[O:18])[CH2:5][C:6]1[CH:15]=[C:14]([Br:28])[C:9]2[NH:10][C:11](=[O:13])[O:12][C:8]=2[CH:7]=1. Reactant: [CH3:1][O:2][C:3](=[O:27])[C@H:4]([NH:16][C:17]([O:19][CH2:20][C:21]1[CH:26]=[CH:25][CH:24]=[CH:23][CH:22]=1)=[O:18])[CH2:5][C:6]1[CH:15]=[CH:14][C:9]2[NH:10][C:11](=[O:13])[O:12][C:8]=2[CH:7]=1.[Br:28]N1C(=O)CCC1=O. The catalyst class is: 2. (3) Reactant: [C:1]([O:5][C:6]([NH:8][C@@H:9]([CH2:17][CH2:18][C:19]([O:21][CH2:22][CH3:23])=[O:20])[C:10]([O:12][C:13]([CH3:16])([CH3:15])[CH3:14])=[O:11])=[O:7])([CH3:4])([CH3:3])[CH3:2].[C:24]([O:28][C:29](O[C:29]([O:28][C:24]([CH3:27])([CH3:26])[CH3:25])=[O:30])=[O:30])([CH3:27])([CH3:26])[CH3:25]. Product: [C:1]([O:5][C:6]([N:8]([C:29]([O:28][C:24]([CH3:27])([CH3:26])[CH3:25])=[O:30])[C@@H:9]([CH2:17][CH2:18][C:19]([O:21][CH2:22][CH3:23])=[O:20])[C:10]([O:12][C:13]([CH3:14])([CH3:15])[CH3:16])=[O:11])=[O:7])([CH3:4])([CH3:2])[CH3:3]. The catalyst class is: 594. (4) Reactant: F[C:2]1[CH:9]=[CH:8][C:7]([N+:10]([O-])=O)=[CH:6][C:3]=1[C:4]#N.[N+:13]([C:16]1C=C(C=CC=1)CN)([O-])=O. Product: [NH2:10][C:7]1[CH:6]=[C:3]2[C:2](=[CH:9][CH:8]=1)[NH:13][CH:16]=[CH:4]2. The catalyst class is: 8. (5) The catalyst class is: 22. Reactant: [ClH:1].[O:2]1[C:11]2[CH:10]=[C:9]([CH2:12][NH:13][CH:14]3[CH2:19][CH2:18][N:17]([CH2:20][CH2:21][N:22]4[C:31]5[C:26](=[N:27][C:28]([CH3:33])=[C:29](F)[CH:30]=5)[CH:25]=[CH:24][C:23]4=[O:34])[CH2:16][CH2:15]3)[N:8]=[CH:7][C:6]=2[O:5][CH2:4][CH2:3]1.[C:35](=O)([O-])[OH:36].[Na+]. Product: [ClH:1].[O:2]1[C:11]2[CH:10]=[C:9]([CH2:12][NH:13][CH:14]3[CH2:19][CH2:18][N:17]([CH2:20][CH2:21][N:22]4[C:31]5[C:26](=[N:27][C:28]([CH3:33])=[C:29]([O:36][CH3:35])[CH:30]=5)[CH:25]=[CH:24][C:23]4=[O:34])[CH2:16][CH2:15]3)[N:8]=[CH:7][C:6]=2[O:5][CH2:4][CH2:3]1.